Task: Predict the product of the given reaction.. Dataset: Forward reaction prediction with 1.9M reactions from USPTO patents (1976-2016) (1) Given the reactants [CH3:1][C:2]1[C:6]([CH2:7][N:8]2[CH:12]=[C:11]([N:13]3[C:17](=[O:18])[CH2:16][NH:15][C:14]3=[O:19])[CH:10]=[N:9]2)=[C:5]([CH3:20])[O:4][N:3]=1.Br[CH2:22][CH:23]1[CH2:28][CH2:27][CH2:26][CH2:25][CH2:24]1, predict the reaction product. The product is: [CH:23]1([CH2:22][N:15]2[CH2:16][C:17](=[O:18])[N:13]([C:11]3[CH:10]=[N:9][N:8]([CH2:7][C:6]4[C:2]([CH3:1])=[N:3][O:4][C:5]=4[CH3:20])[CH:12]=3)[C:14]2=[O:19])[CH2:28][CH2:27][CH2:26][CH2:25][CH2:24]1. (2) Given the reactants [CH2:1]([O:3][C:4](=[O:20])[C:5](=[O:19])[CH2:6][C:7]([C:10]1[CH:15]=[CH:14][CH:13]=[C:12]([Cl:16])[C:11]=1[O:17][CH3:18])([CH3:9])[CH3:8])[CH3:2].[F:21][C:22]([Si](C)(C)C)([F:24])[F:23].[F-].C([N+](CCCC)(CCCC)CCCC)CCC.O, predict the reaction product. The product is: [CH2:1]([O:3][C:4](=[O:20])[C:5]([OH:19])([C:22]([F:24])([F:23])[F:21])[CH2:6][C:7]([C:10]1[CH:15]=[CH:14][CH:13]=[C:12]([Cl:16])[C:11]=1[O:17][CH3:18])([CH3:9])[CH3:8])[CH3:2]. (3) The product is: [Cl:9][C:6]1[N:5]=[C:4]([NH2:10])[N:3]=[C:2]([NH:11][CH2:12][C:13]2[CH:18]=[CH:17][CH:16]=[CH:15][N:14]=2)[C:7]=1[NH2:8]. Given the reactants Cl[C:2]1[C:7]([NH2:8])=[C:6]([Cl:9])[N:5]=[C:4]([NH2:10])[N:3]=1.[NH2:11][CH2:12][C:13]1[CH:18]=[CH:17][CH:16]=[CH:15][N:14]=1, predict the reaction product. (4) Given the reactants [O:1]1[CH:5]=[CH:4][CH:3]=[C:2]1[C:6]1[N:11]=[C:10]([C:12]2[CH:17]=[CH:16][CH:15]=[CH:14][N:13]=2)[N:9]=[C:8](O)[CH:7]=1.[Cl:19]C1N=C(C2OC(C)=CC=2)N=C(N)C=1, predict the reaction product. The product is: [Cl:19][C:8]1[CH:7]=[C:6]([C:2]2[O:1][CH:5]=[CH:4][CH:3]=2)[N:11]=[C:10]([C:12]2[CH:17]=[CH:16][CH:15]=[CH:14][N:13]=2)[N:9]=1. (5) Given the reactants [CH3:1][S:2][C:3](SC)=[C:4]([C:13]1[CH:18]=[CH:17][CH:16]=[CH:15][CH:14]=1)[C:5]([C:7]1[CH:12]=[CH:11][CH:10]=[CH:9][CH:8]=1)=O.O.[NH2:22][NH2:23].O, predict the reaction product. The product is: [CH3:1][S:2][C:3]1[NH:23][N:22]=[C:5]([C:7]2[CH:12]=[CH:11][CH:10]=[CH:9][CH:8]=2)[C:4]=1[C:13]1[CH:18]=[CH:17][CH:16]=[CH:15][CH:14]=1. (6) Given the reactants [N+:1]([C:4]1[CH:5]=[C:6]([CH2:10][CH2:11][C:12](O)=[O:13])[CH:7]=[CH:8][CH:9]=1)([O-:3])=[O:2].B, predict the reaction product. The product is: [N+:1]([C:4]1[CH:5]=[C:6]([CH2:10][CH2:11][CH2:12][OH:13])[CH:7]=[CH:8][CH:9]=1)([O-:3])=[O:2]. (7) Given the reactants [CH3:1][O:2][C:3]([C:5]1[CH:6]=[CH:7][C:8]2[O:12][C:11]([C:13]([CH2:17][CH3:18])(O)[CH2:14][CH3:15])=[CH:10][C:9]=2[CH:19]=1)=[O:4].[CH:20]([C:23]1[CH:28]=[CH:27][CH:26]=[CH:25][C:24]=1[OH:29])([CH3:22])[CH3:21].B(F)(F)F.CCOCC, predict the reaction product. The product is: [CH3:1][O:2][C:3]([C:5]1[CH:6]=[CH:7][C:8]2[O:12][C:11]([C:13]([CH2:17][CH3:18])([C:27]3[CH:26]=[CH:25][C:24]([OH:29])=[C:23]([CH:20]([CH3:22])[CH3:21])[CH:28]=3)[CH2:14][CH3:15])=[CH:10][C:9]=2[CH:19]=1)=[O:4].